Task: Regression. Given two drug SMILES strings and cell line genomic features, predict the synergy score measuring deviation from expected non-interaction effect.. Dataset: NCI-60 drug combinations with 297,098 pairs across 59 cell lines (1) Drug 2: C(=O)(N)NO. Cell line: BT-549. Drug 1: CNC(=O)C1=CC=CC=C1SC2=CC3=C(C=C2)C(=NN3)C=CC4=CC=CC=N4. Synergy scores: CSS=12.2, Synergy_ZIP=-1.71, Synergy_Bliss=2.64, Synergy_Loewe=1.66, Synergy_HSA=1.13. (2) Drug 1: C1C(C(OC1N2C=NC3=C(N=C(N=C32)Cl)N)CO)O. Drug 2: CN(C(=O)NC(C=O)C(C(C(CO)O)O)O)N=O. Cell line: DU-145. Synergy scores: CSS=16.8, Synergy_ZIP=-3.23, Synergy_Bliss=-1.71, Synergy_Loewe=-23.7, Synergy_HSA=-2.53. (3) Drug 1: C1CNP(=O)(OC1)N(CCCl)CCCl. Drug 2: COCCOC1=C(C=C2C(=C1)C(=NC=N2)NC3=CC=CC(=C3)C#C)OCCOC.Cl. Cell line: NCI-H226. Synergy scores: CSS=-7.43, Synergy_ZIP=5.10, Synergy_Bliss=5.14, Synergy_Loewe=-7.22, Synergy_HSA=-5.25. (4) Drug 1: CC1C(C(CC(O1)OC2CC(CC3=C2C(=C4C(=C3O)C(=O)C5=C(C4=O)C(=CC=C5)OC)O)(C(=O)C)O)N)O.Cl. Drug 2: N.N.Cl[Pt+2]Cl. Cell line: MCF7. Synergy scores: CSS=9.11, Synergy_ZIP=-5.65, Synergy_Bliss=-3.31, Synergy_Loewe=-40.1, Synergy_HSA=-7.29. (5) Drug 1: CNC(=O)C1=CC=CC=C1SC2=CC3=C(C=C2)C(=NN3)C=CC4=CC=CC=N4. Drug 2: C1CC(=O)NC(=O)C1N2C(=O)C3=CC=CC=C3C2=O. Cell line: U251. Synergy scores: CSS=16.9, Synergy_ZIP=-1.27, Synergy_Bliss=6.52, Synergy_Loewe=-18.2, Synergy_HSA=1.76. (6) Drug 1: CC(C1=C(C=CC(=C1Cl)F)Cl)OC2=C(N=CC(=C2)C3=CN(N=C3)C4CCNCC4)N. Cell line: HOP-92. Synergy scores: CSS=35.0, Synergy_ZIP=-4.43, Synergy_Bliss=3.08, Synergy_Loewe=4.20, Synergy_HSA=4.14. Drug 2: C1=NC2=C(N1)C(=S)N=C(N2)N.